From a dataset of Catalyst prediction with 721,799 reactions and 888 catalyst types from USPTO. Predict which catalyst facilitates the given reaction. (1) Reactant: [Cl-].[Li+].[Si:3]([O:10][C@@H:11]([CH3:21])[C:12](=[O:20])[CH2:13]P(=O)(OC)OC)([C:6]([CH3:9])([CH3:8])[CH3:7])([CH3:5])[CH3:4].C(N(CC)C(C)C)(C)C.[CH:31](=O)[CH2:32][CH2:33][CH3:34]. Product: [Si:3]([O:10][C@H:11]([C:12](=[O:20])/[CH:13]=[CH:31]/[CH2:32][CH2:33][CH3:34])[CH3:21])([C:6]([CH3:9])([CH3:8])[CH3:7])([CH3:5])[CH3:4]. The catalyst class is: 10. (2) Reactant: [NH2:1][C:2]1[CH:7]=[CH:6][C:5]([C:8]2([C:11]#[N:12])[CH2:10][CH2:9]2)=[CH:4][CH:3]=1.[CH3:13][O:14][C:15]1[CH:16]=[C:17]([CH:21]=[CH:22][C:23]=1[O:24][CH3:25])[C:18](Cl)=[O:19].C(N(CC)CC)C. Product: [C:11]([C:8]1([C:5]2[CH:4]=[CH:3][C:2]([NH:1][C:18](=[O:19])[C:17]3[CH:21]=[CH:22][C:23]([O:24][CH3:25])=[C:15]([O:14][CH3:13])[CH:16]=3)=[CH:7][CH:6]=2)[CH2:9][CH2:10]1)#[N:12]. The catalyst class is: 2. (3) Reactant: [CH2:1](OC(OCC)OCC)C.[NH2:11][C:12]1[CH:33]=[CH:32][C:31]([N:34]2[CH2:39][CH2:38][O:37][CH2:36][CH2:35]2)=[CH:30][C:13]=1[C:14]([NH:16][C:17]1[CH:22]=[C:21]([C:23]([NH:25][CH:26]2[CH2:28][CH2:27]2)=[O:24])[CH:20]=[CH:19][C:18]=1[CH3:29])=[O:15].C(O)(=O)C. Product: [CH:26]1([NH:25][C:23](=[O:24])[C:21]2[CH:20]=[CH:19][C:18]([CH3:29])=[C:17]([N:16]3[C:14](=[O:15])[C:13]4[C:12](=[CH:33][CH:32]=[C:31]([N:34]5[CH2:35][CH2:36][O:37][CH2:38][CH2:39]5)[CH:30]=4)[N:11]=[CH:1]3)[CH:22]=2)[CH2:28][CH2:27]1. The catalyst class is: 8. (4) Reactant: [CH3:1][NH2:2].[Cl:3][C:4]1[N:9]=[C:8](Cl)[CH:7]=[C:6]([CH2:11][O:12][CH2:13][C:14]([F:17])([F:16])[F:15])[N:5]=1. Product: [Cl:3][C:4]1[N:9]=[C:8]([NH:2][CH3:1])[CH:7]=[C:6]([CH2:11][O:12][CH2:13][C:14]([F:17])([F:16])[F:15])[N:5]=1. The catalyst class is: 10.